Dataset: Aqueous solubility values for 9,982 compounds from the AqSolDB database. Task: Regression/Classification. Given a drug SMILES string, predict its absorption, distribution, metabolism, or excretion properties. Task type varies by dataset: regression for continuous measurements (e.g., permeability, clearance, half-life) or binary classification for categorical outcomes (e.g., BBB penetration, CYP inhibition). For this dataset (solubility_aqsoldb), we predict Y. The compound is CNC[C@H](O)c1ccc(O)c(O)c1.O=C(O)[C@H](O)[C@@H](O)C(=O)O. The Y is 0 log mol/L.